Dataset: Forward reaction prediction with 1.9M reactions from USPTO patents (1976-2016). Task: Predict the product of the given reaction. (1) Given the reactants I[C:2]1[CH:7]=[CH:6][N:5]=[C:4]2[N:8]([C:11](=[O:13])[CH3:12])[CH:9]=[CH:10][C:3]=12.[C:14]([Cu])#[N:15], predict the reaction product. The product is: [C:11]([N:8]1[C:4]2[N:5]=[CH:6][CH:7]=[C:2]([C:14]#[N:15])[C:3]=2[CH:10]=[CH:9]1)(=[O:13])[CH3:12]. (2) Given the reactants C([N:4]1[C:13]2[C:12]3=[N:14][C:15]([CH3:19])=[C:16]([CH2:17][OH:18])[N:11]3[CH:10]=[CH:9][C:8]=2[C@@H:7]([O:20][CH2:21][CH2:22][OH:23])[C@H:6]([O:24]C(=O)C(C)(C)C)[C@H:5]1[C:31]1[CH:36]=[CH:35][CH:34]=[CH:33][CH:32]=1)(=O)C.C(=O)([O-])[O-].[K+].[K+], predict the reaction product. The product is: [OH:18][CH2:17][C:16]1[N:11]2[CH:10]=[CH:9][C:8]3[C@@H:7]([O:20][CH2:21][CH2:22][OH:23])[C@H:6]([OH:24])[C@@H:5]([C:31]4[CH:36]=[CH:35][CH:34]=[CH:33][CH:32]=4)[NH:4][C:13]=3[C:12]2=[N:14][C:15]=1[CH3:19]. (3) The product is: [CH2:1]([C:9]1[CH:10]=[CH:11][C:12]([CH2:15][CH2:16][OH:17])=[CH:13][CH:14]=1)[CH2:2][CH2:3][CH2:4][CH2:5][CH2:6][CH2:7][CH3:8]. Given the reactants [CH2:1]([C:9]1[CH:14]=[CH:13][C:12]([CH2:15][CH2:16][O:17]C(=O)C)=[CH:11][CH:10]=1)[CH2:2][CH2:3][CH2:4][CH2:5][CH2:6][CH2:7][CH3:8].C[O-].[Na+], predict the reaction product. (4) The product is: [Cl:72][C:73]1[CH:74]=[CH:75][C:76]([N:84]2[CH:88]=[N:87][N:86]=[N:85]2)=[C:77](/[CH:79]=[CH:80]/[C:81]([N:41]2[CH:42]([C:43]3[NH:44][CH:45]=[C:46]([C:48]4[CH:49]=[CH:50][C:51]([NH:54][C:55]([O:57][CH3:58])=[O:56])=[CH:52][CH:53]=4)[N:47]=3)[CH:37]([CH:34]3[CH2:36][CH2:35]3)[CH2:38][CH:39]([CH:59]3[CH2:64][CH2:63][N:62]([C:65]([O:67][C:68]([CH3:71])([CH3:70])[CH3:69])=[O:66])[CH2:61][CH2:60]3)[CH2:40]2)=[O:82])[CH:78]=1. Given the reactants C(N(C(C)C)C(C)C)C.CN(C(ON1N=NC2C=CC=NC1=2)=[N+](C)C)C.F[P-](F)(F)(F)(F)F.[CH:34]1([CH:37]2[CH:42]([C:43]3[NH:44][CH:45]=[C:46]([C:48]4[CH:53]=[CH:52][C:51]([NH:54][C:55]([O:57][CH3:58])=[O:56])=[CH:50][CH:49]=4)[N:47]=3)[NH:41][CH2:40][CH:39]([CH:59]3[CH2:64][CH2:63][N:62]([C:65]([O:67][C:68]([CH3:71])([CH3:70])[CH3:69])=[O:66])[CH2:61][CH2:60]3)[CH2:38]2)[CH2:36][CH2:35]1.[Cl:72][C:73]1[CH:74]=[CH:75][C:76]([N:84]2[CH:88]=[N:87][N:86]=[N:85]2)=[C:77](/[CH:79]=[CH:80]/[C:81](O)=[O:82])[CH:78]=1, predict the reaction product.